This data is from Forward reaction prediction with 1.9M reactions from USPTO patents (1976-2016). The task is: Predict the product of the given reaction. (1) Given the reactants [CH3:1][S:2]([C:5]1[CH:6]=[C:7]([C:11]2[O:15][C:14]([C:16]3[N:20]([CH2:21][C:22]([O:24]CC)=[O:23])[N:19]=[C:18]([C:27]([F:30])([F:29])[F:28])[CH:17]=3)=[CH:13][CH:12]=2)[CH:8]=[CH:9][CH:10]=1)(=[O:4])=[O:3].[OH-].[Li+], predict the reaction product. The product is: [CH3:1][S:2]([C:5]1[CH:6]=[C:7]([C:11]2[O:15][C:14]([C:16]3[N:20]([CH2:21][C:22]([OH:24])=[O:23])[N:19]=[C:18]([C:27]([F:30])([F:28])[F:29])[CH:17]=3)=[CH:13][CH:12]=2)[CH:8]=[CH:9][CH:10]=1)(=[O:4])=[O:3]. (2) Given the reactants C(OC([N:8]1[CH2:13][CH2:12][CH:11]([N:14]2[C:18]3[CH:19]=[CH:20][CH:21]=[CH:22][C:17]=3[N:16]=[CH:15]2)[CH2:10][CH2:9]1)=O)(C)(C)C.[F:23][C:24]([F:29])([F:28])[C:25]([OH:27])=[O:26], predict the reaction product. The product is: [F:23][C:24]([F:29])([F:28])[C:25]([OH:27])=[O:26].[N:14]1([CH:11]2[CH2:12][CH2:13][NH:8][CH2:9][CH2:10]2)[C:18]2[CH:19]=[CH:20][CH:21]=[CH:22][C:17]=2[N:16]=[CH:15]1. (3) Given the reactants [Br:1][C:2]1[CH:7]=[CH:6][C:5]([S:8][CH:9]2[CH:14]([OH:15])[CH2:13][CH2:12][N:11]([C:16]([O:18][C:19]([CH3:22])([CH3:21])[CH3:20])=[O:17])[CH2:10]2)=[CH:4][CH:3]=1.CC(OI1(OC(C)=O)(OC(C)=O)OC(=O)C2C=CC=CC1=2)=O, predict the reaction product. The product is: [Br:1][C:2]1[CH:3]=[CH:4][C:5]([S:8][CH:9]2[C:14](=[O:15])[CH2:13][CH2:12][N:11]([C:16]([O:18][C:19]([CH3:22])([CH3:21])[CH3:20])=[O:17])[CH2:10]2)=[CH:6][CH:7]=1. (4) The product is: [Br:25][C:21]1[CH:20]=[C:19]([NH:18][C:11]2[C:10]3[C:15](=[CH:16][CH:17]=[C:8]([NH:7][C:4](=[O:5])[CH2:3][O:2][CH3:1])[CH:9]=3)[N:14]=[CH:13][N:12]=2)[CH:24]=[CH:23][CH:22]=1. Given the reactants [CH3:1][O:2][CH2:3][C:4](Cl)=[O:5].[NH2:7][C:8]1[CH:9]=[C:10]2[C:15](=[CH:16][CH:17]=1)[N:14]=[CH:13][N:12]=[C:11]2[NH:18][C:19]1[CH:24]=[CH:23][CH:22]=[C:21]([Br:25])[CH:20]=1.C(N(CC)CC)C.C([O-])(O)=O.[Na+], predict the reaction product.